From a dataset of CYP2D6 inhibition data for predicting drug metabolism from PubChem BioAssay. Regression/Classification. Given a drug SMILES string, predict its absorption, distribution, metabolism, or excretion properties. Task type varies by dataset: regression for continuous measurements (e.g., permeability, clearance, half-life) or binary classification for categorical outcomes (e.g., BBB penetration, CYP inhibition). Dataset: cyp2d6_veith. (1) The drug is N#Cc1cccc(-c2nc(Nc3ccccc3)c3ccccc3n2)c1. The result is 0 (non-inhibitor). (2) The molecule is O=C(CCN1CCN(c2ccccc2F)CC1)Nc1ccccc1F. The result is 1 (inhibitor). (3) The compound is COc1ccc2[nH]cc(CCNc3ncnc4ccc(-c5ccccc5OC)cc34)c2c1. The result is 1 (inhibitor).